This data is from Forward reaction prediction with 1.9M reactions from USPTO patents (1976-2016). The task is: Predict the product of the given reaction. Given the reactants [C:1]([C:5]1[C:6]([O:23]S(C2C=CC(C)=CC=2)(=O)=O)=[N:7][N:8]2[C:13]=1[C:12]([CH3:14])=[N:11][N:10]=[C:9]2[C:15]1[CH:20]=[C:19]([F:21])[CH:18]=[CH:17][C:16]=1[F:22])([CH3:4])([CH3:3])[CH3:2].[CH2:34]([N:36]1[C:40]([CH2:41]O)=[N:39][CH:38]=[N:37]1)[CH3:35].[H-].[Na+].O, predict the reaction product. The product is: [C:1]([C:5]1[C:6]([O:23][CH2:41][C:40]2[N:36]([CH2:34][CH3:35])[N:37]=[CH:38][N:39]=2)=[N:7][N:8]2[C:13]=1[C:12]([CH3:14])=[N:11][N:10]=[C:9]2[C:15]1[CH:20]=[C:19]([F:21])[CH:18]=[CH:17][C:16]=1[F:22])([CH3:4])([CH3:2])[CH3:3].